Dataset: Reaction yield outcomes from USPTO patents with 853,638 reactions. Task: Predict the reaction yield, written as a fraction of the theoretical maximum amount of product (1.0 means a 100% yield; for example, 0.34 means a 34% yield). (1) The reactants are [NH2:1][C:2]1[CH:3]=[CH:4][CH:5]=[C:6]([C:10]#[C:11][C:12]2[CH:13]=[N:14][C:15]([NH2:18])=[N:16][CH:17]=2)[C:7]=1[O:8][CH3:9].[F:19][C:20]([F:33])([F:32])[C:21]1[CH:26]=[CH:25][C:24]([CH2:27][CH2:28][C:29](O)=[O:30])=[CH:23][CH:22]=1.CN(C(ON1N=NC2C=CC=NC1=2)=[N+](C)C)C.F[P-](F)(F)(F)(F)F.CCN(C(C)C)C(C)C. The catalyst is O.CN(C=O)C. The product is [NH2:18][C:15]1[N:14]=[CH:13][C:12]([C:11]#[C:10][C:6]2[C:7]([O:8][CH3:9])=[C:2]([NH:1][C:29](=[O:30])[CH2:28][CH2:27][C:24]3[CH:23]=[CH:22][C:21]([C:20]([F:32])([F:33])[F:19])=[CH:26][CH:25]=3)[CH:3]=[CH:4][CH:5]=2)=[CH:17][N:16]=1. The yield is 0.390. (2) The reactants are [CH2:1]1[CH:5]2[C@@H:6]3C=C[C@H]([CH:4]2C=[CH:2]1)C3.[CH2:11]([O:15][C:16](=[O:19])[CH:17]=[CH2:18])[CH2:12][CH2:13][CH3:14].C1(C=CC(O)=CC=1)O. No catalyst specified. The product is [CH2:11]([O:15][C:16]([CH:17]1[CH2:4][CH:5]2[CH2:6][CH:18]1[CH:2]=[CH:1]2)=[O:19])[CH2:12][CH2:13][CH3:14]. The yield is 0.780. (3) The reactants are [Cl:1][C:2]1[CH:7]=[CH:6][C:5]([CH2:8]Cl)=[CH:4][N:3]=1.[NH2:10][C:11]1[CH:16]=[CH:15][CH:14]=[CH:13][N:12]=1. The catalyst is CN(C)C=O. The product is [ClH:1].[Cl:1][C:2]1[N:3]=[CH:4][C:5]([CH2:8][N:12]2[CH:13]=[CH:14][CH:15]=[CH:16][C:11]2=[NH:10])=[CH:6][CH:7]=1. The yield is 0.440. (4) The reactants are [NH2:1][C:2]1[CH:10]=[CH:9][C:5]2[N:6]=[CH:7][S:8][C:4]=2[CH:3]=1.Cl[O:12][C:13]([CH3:16])(C)C.CC[C:19](OCC)=[S:20].C(N(CC)CC)C. The catalyst is ClCCl.C1COCC1. The product is [CH3:19][S:20][CH:16]1[C:3]2[C:2](=[CH:10][CH:9]=[C:5]3[C:4]=2[S:8][CH:7]=[N:6]3)[NH:1][C:13]1=[O:12]. The yield is 0.790. (5) The reactants are [CH:1]([C:4]1[C:5]([O:29][CH2:30][O:31][CH3:32])=[CH:6][C:7]([O:25][CH2:26][O:27][CH3:28])=[C:8]([C:10]2[N:14]([C:15]3[CH:20]=[CH:19][C:18]([O:21][CH3:22])=[CH:17][CH:16]=3)[C:13](SC)=[N:12][N:11]=2)[CH:9]=1)([CH3:3])[CH3:2].Cl[C:34]1C=CC=C(C(OO)=O)C=1.[S:44]([O-:47])([O-])=[O:45].[K+].[K+]. The catalyst is C(Cl)Cl. The product is [CH:1]([C:4]1[C:5]([O:29][CH2:30][O:31][CH3:32])=[CH:6][C:7]([O:25][CH2:26][O:27][CH3:28])=[C:8]([C:10]2[N:14]([C:15]3[CH:16]=[CH:17][C:18]([O:21][CH3:22])=[CH:19][CH:20]=3)[C:13]([S:44]([CH3:34])(=[O:47])=[O:45])=[N:12][N:11]=2)[CH:9]=1)([CH3:2])[CH3:3]. The yield is 0.870. (6) The reactants are [C:1]([O:5][C:6](=[O:27])[NH:7][CH:8]1[CH2:13][CH2:12][N:11]([S:14]([C:17]2[CH:22]=[CH:21][C:20]([N+:23]([O-])=O)=[C:19]([Cl:26])[CH:18]=2)(=[O:16])=[O:15])[CH2:10][CH2:9]1)([CH3:4])([CH3:3])[CH3:2].C(O)C.[Cl-].[NH4+]. The catalyst is [Fe].O. The product is [C:1]([O:5][C:6](=[O:27])[NH:7][CH:8]1[CH2:9][CH2:10][N:11]([S:14]([C:17]2[CH:22]=[CH:21][C:20]([NH2:23])=[C:19]([Cl:26])[CH:18]=2)(=[O:16])=[O:15])[CH2:12][CH2:13]1)([CH3:4])([CH3:2])[CH3:3]. The yield is 0.180.